Dataset: Forward reaction prediction with 1.9M reactions from USPTO patents (1976-2016). Task: Predict the product of the given reaction. (1) The product is: [CH3:1][O:2][N:3]([CH3:15])[C:4]([C:6]1[CH:7]=[CH:8][C:9]2[O:13][CH2:12][CH2:11][C:10]=2[CH:14]=1)=[O:5]. Given the reactants [CH3:1][O:2][N:3]([CH3:15])[C:4]([C:6]1[CH:7]=[CH:8][C:9]2[O:13][CH:12]=[CH:11][C:10]=2[CH:14]=1)=[O:5], predict the reaction product. (2) Given the reactants [F:1][C:2]1[CH:3]=[C:4]([CH:13]=[C:14](B2OC(C)(C)C(C)(C)O2)[CH:15]=1)[NH:5][CH2:6][CH2:7][N:8]1[CH2:12][CH2:11][CH2:10][CH2:9]1.Cl[C:26]1[CH:27]=[CH:28][C:29]2[N:30]=[CH:31][N:32]=[C:33]([NH2:36])[C:34]=2[N:35]=1.C([O-])([O-])=O.[Cs+].[Cs+], predict the reaction product. The product is: [F:1][C:2]1[CH:15]=[C:14]([C:26]2[CH:27]=[CH:28][C:29]3[N:30]=[CH:31][N:32]=[C:33]([NH2:36])[C:34]=3[N:35]=2)[CH:13]=[C:4]([NH:5][CH2:6][CH2:7][N:8]2[CH2:9][CH2:10][CH2:11][CH2:12]2)[CH:3]=1. (3) Given the reactants [C:1]1([CH:7]([CH:15]2[O:20][CH2:19][CH2:18][NH:17][CH2:16]2)[CH2:8][C:9]2[CH:14]=[CH:13][CH:12]=[CH:11][CH:10]=2)[CH:6]=[CH:5][CH:4]=[CH:3][CH:2]=1.C(N(CC)CC)C.Cl[C:29]([O:31][CH2:32][C:33]1[CH:38]=[CH:37][CH:36]=[CH:35][CH:34]=1)=[O:30], predict the reaction product. The product is: [CH2:32]([O:31][C:29]([N:17]1[CH2:18][CH2:19][O:20][CH:15]([CH:7]([C:1]2[CH:6]=[CH:5][CH:4]=[CH:3][CH:2]=2)[CH2:8][C:9]2[CH:14]=[CH:13][CH:12]=[CH:11][CH:10]=2)[CH2:16]1)=[O:30])[C:33]1[CH:38]=[CH:37][CH:36]=[CH:35][CH:34]=1. (4) Given the reactants C(N[C@]1([C@@H](CC)C)CCN([C@@H](CCC2C=CC=CC=2)C(N[C@@H](CC2C=C(F)C=C(F)C=2)[C@@H]([C@H]2C[C@@H](O)CN2C(C2C=CC=CC=2)C2C=CC=CC=2)O)=O)C1=O)(=[O:3])C.[C:58]([NH:61][C@:62]1([C@@H:111]([CH2:113][CH3:114])[CH3:112])[CH2:66][CH2:65][N:64]([C@@H:67]([CH2:102][CH2:103][C:104]2[CH:109]=[CH:108][CH:107]=[CH:106][CH:105]=2)[C:68]([NH:70][C@@H:71]([CH2:93][C:94]2[CH:99]=[C:98]([F:100])[CH:97]=[C:96]([F:101])[CH:95]=2)[C@@H:72]([C@H:74]2[CH2:79]CCC[N:75]2[CH:80]([C:87]2C=CC=CC=2)C2C=CC=CC=2)[OH:73])=[O:69])[C:63]1=[O:110])(=[O:60])[CH3:59].C(O)(=O)C.[H][H], predict the reaction product. The product is: [C:58]([NH:61][C@:62]1([C@@H:111]([CH2:113][CH3:114])[CH3:112])[CH2:66][CH2:65][N:64]([C@@H:67]([CH2:102][CH2:103][C:104]2[CH:105]=[CH:106][CH:107]=[CH:108][CH:109]=2)[C:68]([NH:70][C@@H:71]([CH2:93][C:94]2[CH:99]=[C:98]([F:100])[CH:97]=[C:96]([F:101])[CH:95]=2)[C@H:72]([OH:73])[C@H:74]2[CH2:79][O:3][CH2:87][CH2:80][NH:75]2)=[O:69])[C:63]1=[O:110])(=[O:60])[CH3:59]. (5) Given the reactants Cl.[CH3:2][N:3]1[CH2:8][CH2:7][C:6](=[O:9])[CH:5]([C:10]([OH:12])=[O:11])[CH2:4]1.[CH:13](N(C(C)C)CC)(C)C.[I-].[Na+].Cl.ClC[C:27]1[CH:28]=[N:29][CH:30]=[CH:31][CH:32]=1, predict the reaction product. The product is: [O:9]=[C:6]1[CH2:7][CH2:8][N:3]([CH2:2][C:27]2[CH:28]=[N:29][CH:30]=[CH:31][CH:32]=2)[CH2:4][CH:5]1[C:10]([O:12][CH3:13])=[O:11]. (6) Given the reactants I[C:2]1[C:9](=[O:10])[N:5]2[CH2:6][CH2:7][CH2:8][N:4]2[C:3]=1[C:11]1[CH:16]=[CH:15][N:14]=[C:13]([S:17][CH3:18])[N:12]=1.C([Mg]Cl)(C)C.[Cl:24][C:25]1[CH:32]=[CH:31][CH:30]=[CH:29][C:26]=1[CH:27]=[O:28], predict the reaction product. The product is: [Cl:24][C:25]1[CH:32]=[CH:31][CH:30]=[CH:29][C:26]=1[CH:27]([OH:28])[C:2]1[C:9](=[O:10])[N:5]2[CH2:6][CH2:7][CH2:8][N:4]2[C:3]=1[C:11]1[CH:16]=[CH:15][N:14]=[C:13]([S:17][CH3:18])[N:12]=1. (7) Given the reactants Br[C:2]1[C:3]([O:22][CH2:23][C:24]([F:27])([F:26])[F:25])=[N:4][C:5]([C:18]([F:21])([F:20])[F:19])=[C:6]([CH:17]=1)[C:7]([NH:9][C@H:10]1[CH2:15][CH2:14][CH2:13][CH2:12][C@H:11]1[OH:16])=[O:8].[Cl:28][C:29]1[CH:34]=[CH:33][C:32](B(O)O)=[CH:31][CH:30]=1, predict the reaction product. The product is: [Cl:28][C:29]1[CH:34]=[CH:33][C:32]([C:2]2[C:3]([O:22][CH2:23][C:24]([F:26])([F:27])[F:25])=[N:4][C:5]([C:18]([F:21])([F:20])[F:19])=[C:6]([CH:17]=2)[C:7]([NH:9][C@H:10]2[CH2:15][CH2:14][CH2:13][CH2:12][C@H:11]2[OH:16])=[O:8])=[CH:31][CH:30]=1. (8) Given the reactants [OH:1][C:2]1[CH:7]=[CH:6][CH:5]=[CH:4][C:3]=1[CH:8]([CH3:13])[C:9]([O:11][CH3:12])=[O:10].C(=O)([O-])[O-].[Cs+].[Cs+].Br[CH2:21][C:22]1[CH:27]=[C:26]([O:28][CH3:29])[C:25]([O:30][CH3:31])=[C:24]([O:32][CH3:33])[CH:23]=1, predict the reaction product. The product is: [CH3:33][O:32][C:24]1[CH:23]=[C:22]([CH2:21][O:1][C:2]2[CH:7]=[CH:6][CH:5]=[CH:4][C:3]=2[CH:8]([CH3:13])[C:9]([O:11][CH3:12])=[O:10])[CH:27]=[C:26]([O:28][CH3:29])[C:25]=1[O:30][CH3:31]. (9) Given the reactants Cl[C:2]1[C:3]([F:12])=[CH:4][C:5]([N+:9]([O-:11])=[O:10])=[C:6]([CH:8]=1)[NH2:7].CC(C)([O-])C.[K+].[OH:19][C:20]1[CH:27]=[CH:26][C:23]([CH:24]=[O:25])=[CH:22][CH:21]=1.O, predict the reaction product. The product is: [NH2:7][C:6]1[C:5]([N+:9]([O-:11])=[O:10])=[CH:4][C:3]([F:12])=[C:2]([O:19][C:20]2[CH:27]=[CH:26][C:23]([CH:24]=[O:25])=[CH:22][CH:21]=2)[CH:8]=1.